From a dataset of Aqueous solubility values for 9,982 compounds from the AqSolDB database. Regression/Classification. Given a drug SMILES string, predict its absorption, distribution, metabolism, or excretion properties. Task type varies by dataset: regression for continuous measurements (e.g., permeability, clearance, half-life) or binary classification for categorical outcomes (e.g., BBB penetration, CYP inhibition). For this dataset (solubility_aqsoldb), we predict Y. (1) The molecule is CNC(=O)O/N=C(\C)C(C)S(C)(=O)=O. The Y is -0.0267 log mol/L. (2) The drug is O=CO.[Cs+]. The Y is 0.675 log mol/L.